The task is: Predict which catalyst facilitates the given reaction.. This data is from Catalyst prediction with 721,799 reactions and 888 catalyst types from USPTO. (1) Reactant: [Br:1][C:2]([C:16]1[CH:21]=[CH:20][CH:19]=[C:18]([O:22][C:23]2[CH:28]=[CH:27][C:26]([C:29]([F:32])([F:31])[F:30])=[CH:25][N:24]=2)[CH:17]=1)=[C:3]1[CH2:8][CH2:7][N:6](C(OC(C)(C)C)=O)[CH2:5][CH2:4]1.[C:33]([OH:39])([C:35]([F:38])([F:37])[F:36])=[O:34]. Product: [F:36][C:35]([F:38])([F:37])[C:33]([OH:39])=[O:34].[Br:1][C:2](=[C:3]1[CH2:8][CH2:7][NH:6][CH2:5][CH2:4]1)[C:16]1[CH:17]=[C:18]([CH:19]=[CH:20][CH:21]=1)[O:22][C:23]1[CH:28]=[CH:27][C:26]([C:29]([F:31])([F:32])[F:30])=[CH:25][N:24]=1. The catalyst class is: 2. (2) Reactant: [CH3:1][S:2]([C:5]1[CH:10]=[CH:9][C:8]([CH2:11][CH2:12][CH2:13][CH2:14][CH:15]2[CH2:20][CH2:19][NH:18][CH2:17][CH2:16]2)=[CH:7][CH:6]=1)(=[O:4])=[O:3].Cl[C:22]1[N:27]=[C:26]([C:28]([F:31])([F:30])[F:29])[CH:25]=[CH:24][N:23]=1.C1CCN2C(=NCCC2)CC1. Product: [CH3:1][S:2]([C:5]1[CH:6]=[CH:7][C:8]([CH2:11][CH2:12][CH2:13][CH2:14][CH:15]2[CH2:20][CH2:19][N:18]([C:22]3[N:27]=[C:26]([C:28]([F:31])([F:30])[F:29])[CH:25]=[CH:24][N:23]=3)[CH2:17][CH2:16]2)=[CH:9][CH:10]=1)(=[O:4])=[O:3]. The catalyst class is: 12. (3) Reactant: [F:1][C:2]1([F:27])[CH2:7][CH2:6][CH:5]([CH2:8][C@H:9]2[CH2:14][C@H:13]([C:15](=[O:22])[CH2:16][C:17](OCC)=[O:18])[CH2:12][CH2:11][N:10]2[C:23]([O:25][CH3:26])=[O:24])[CH2:4][CH2:3]1.[OH-].[Na+].[NH2:30]O.Cl. Product: [F:1][C:2]1([F:27])[CH2:7][CH2:6][CH:5]([CH2:8][C@H:9]2[CH2:14][C@H:13]([C:15]3[O:22][NH:30][C:17](=[O:18])[CH:16]=3)[CH2:12][CH2:11][N:10]2[C:23]([O:25][CH3:26])=[O:24])[CH2:4][CH2:3]1. The catalyst class is: 24. (4) Reactant: [C:1]([O:5][C:6]([N:8]1[C:12]2=[N:13][C:14]([O:17][C:18]3[CH:23]=[CH:22][C:21]([F:24])=[CH:20][C:19]=3[F:25])=[N:15][CH:16]=[C:11]2[C:10]([OH:26])=[N:9]1)=[O:7])([CH3:4])([CH3:3])[CH3:2].C([O-])([O-])=O.[K+].[K+].[CH:33](Br)([CH3:35])[CH3:34]. Product: [C:1]([O:5][C:6]([N:8]1[C:12]2=[N:13][C:14]([O:17][C:18]3[CH:23]=[CH:22][C:21]([F:24])=[CH:20][C:19]=3[F:25])=[N:15][CH:16]=[C:11]2[C:10]([O:26][CH:33]([CH3:35])[CH3:34])=[N:9]1)=[O:7])([CH3:4])([CH3:2])[CH3:3]. The catalyst class is: 18. (5) Product: [Br:1][C:2]1[CH:28]=[N:27][C:5]2[N:6]=[C:7]([N:13]3[CH2:17][CH2:16][C@@H:15]([NH:18][CH3:19])[CH2:14]3)[C:8]3[N:9]([CH:10]=[N:11][N:12]=3)[C:4]=2[CH:3]=1. Reactant: [Br:1][C:2]1[CH:28]=[N:27][C:5]2[N:6]=[C:7]([N:13]3[CH2:17][CH2:16][C@@H:15]([N:18](C)[C:19](=O)OC(C)(C)C)[CH2:14]3)[C:8]3[N:9]([CH:10]=[N:11][N:12]=3)[C:4]=2[CH:3]=1.C(O)(C(F)(F)F)=O. The catalyst class is: 2. (6) Reactant: C[O:2][C:3]([C:5]1[C:22]2[C:9](=[C:10]3[C:19](=[CH:20][CH:21]=2)[C:18]2[C:13](=[CH:14][CH:15]=[CH:16][CH:17]=2)[S:12](=[O:24])(=[O:23])[NH:11]3)[N:8]=[CH:7][CH:6]=1)=[O:4].[Li+].[OH-]. Product: [O:24]=[S:12]1(=[O:23])[C:13]2[C:18](=[CH:17][CH:16]=[CH:15][CH:14]=2)[C:19]2[C:10](=[C:9]3[C:22](=[CH:21][CH:20]=2)[C:5]([C:3]([OH:4])=[O:2])=[CH:6][CH:7]=[N:8]3)[NH:11]1. The catalyst class is: 5.